This data is from Forward reaction prediction with 1.9M reactions from USPTO patents (1976-2016). The task is: Predict the product of the given reaction. Given the reactants C[O:2][C:3](=O)[C@@:4]([O:12][C:13]1[C:18]([N+:19]([O-])=O)=[CH:17][CH:16]=[C:15]([NH:22][CH2:23][C:24]2[CH:29]=[CH:28][C:27]([O:30][CH3:31])=[CH:26][C:25]=2[O:32][CH3:33])[N:14]=1)([C:6]1[CH:11]=[CH:10][CH:9]=[CH:8][CH:7]=1)[CH3:5], predict the reaction product. The product is: [CH3:33][O:32][C:25]1[CH:26]=[C:27]([O:30][CH3:31])[CH:28]=[CH:29][C:24]=1[CH2:23][NH:22][C:15]1[CH:16]=[CH:17][C:18]2[NH:19][C:3](=[O:2])[C@:4]([CH3:5])([C:6]3[CH:11]=[CH:10][CH:9]=[CH:8][CH:7]=3)[O:12][C:13]=2[N:14]=1.